From a dataset of Forward reaction prediction with 1.9M reactions from USPTO patents (1976-2016). Predict the product of the given reaction. (1) Given the reactants [CH3:1][C:2]1[N:3]=[C:4]([N:10]2[CH:14]=[C:13]([CH2:15][CH2:16][CH2:17][C:18]3[CH:23]=[CH:22][CH:21]=[CH:20][CH:19]=3)[N:12]=[N:11]2)[S:5][C:6]=1[C:7]([OH:9])=O.ON1C2C=CC=CC=2N=N1.CN(C)CCCN=C=NCC.C(N(CC)C(C)C)(C)C.[N:54]1[CH:59]=[CH:58][CH:57]=[C:56]([CH2:60][NH2:61])[CH:55]=1, predict the reaction product. The product is: [CH3:1][C:2]1[N:3]=[C:4]([N:10]2[CH:14]=[C:13]([CH2:15][CH2:16][CH2:17][C:18]3[CH:23]=[CH:22][CH:21]=[CH:20][CH:19]=3)[N:12]=[N:11]2)[S:5][C:6]=1[C:7]([NH:61][CH2:60][C:56]1[CH:55]=[N:54][CH:59]=[CH:58][CH:57]=1)=[O:9]. (2) Given the reactants [NH2:1][C@H:2]([C:6]1[CH:11]=[CH:10][C:9]([CH3:12])=[CH:8][CH:7]=1)[C:3]([OH:5])=O.[O:13]1[CH2:17][CH2:16][CH2:15][C@@H:14]1[CH2:18][NH2:19].[CH3:20][O:21][C:22]1[CH:29]=[CH:28][CH:27]=[CH:26][C:23]=1[CH:24]=O.[C:30]1([CH2:36][C:37](O)=[O:38])[CH:35]=[CH:34][CH:33]=[CH:32][CH:31]=1, predict the reaction product. The product is: [CH3:20][O:21][C:22]1[CH:29]=[CH:28][CH:27]=[CH:26][C:23]=1[CH2:24][N:1]([C@H:2]([C:6]1[CH:11]=[CH:10][C:9]([CH3:12])=[CH:8][CH:7]=1)[C:3](=[O:5])[NH:19][CH2:18][C@H:14]1[CH2:15][CH2:16][CH2:17][O:13]1)[C:37](=[O:38])[CH2:36][C:30]1[CH:35]=[CH:34][CH:33]=[CH:32][CH:31]=1. (3) Given the reactants [OH:1][C:2]1[C:3]([CH3:19])=[C:4]2[C:9](=[C:10]3[CH:15]=[CH:14][CH:13]=[CH:12][C:11]=13)[O:8][C:7](=[O:16])[CH2:6][C:5]2([CH3:18])[CH3:17].C1C(=O)N(Br)C(=[O:23])C1, predict the reaction product. The product is: [CH3:17][C:5]([C:4]1[C:9](=[O:8])[C:10]2[C:11]([C:2](=[O:1])[C:3]=1[CH3:19])=[CH:12][CH:13]=[CH:14][CH:15]=2)([CH3:18])[CH2:6][C:7]([OH:16])=[O:23]. (4) Given the reactants [NH2:1][CH2:2][CH:3]1[CH2:8][CH2:7][N:6]([CH3:9])[CH2:5][CH2:4]1.[CH2:10]([S:12]([C:15]1[CH:16]=[C:17]([C:21]2[C:26]3[C:27]4[CH:33]=[C:32]([CH3:34])[CH:31]=[N:30][C:28]=4[NH:29][C:25]=3[C:24](NCCCN(C)C)=[N:23][CH:22]=2)[CH:18]=[CH:19][CH:20]=1)(=[O:14])=[O:13])[CH3:11], predict the reaction product. The product is: [CH2:10]([S:12]([C:15]1[CH:16]=[C:17]([C:21]2[C:26]3[C:27]4[CH:33]=[C:32]([CH3:34])[CH:31]=[N:30][C:28]=4[NH:29][C:25]=3[C:24]([NH:1][CH2:2][CH:3]3[CH2:8][CH2:7][N:6]([CH3:9])[CH2:5][CH2:4]3)=[N:23][CH:22]=2)[CH:18]=[CH:19][CH:20]=1)(=[O:13])=[O:14])[CH3:11]. (5) Given the reactants [F:1][C:2]1[CH:7]=[CH:6][C:5]([C:8]2[C:9]([N+:29]([O-])=O)=[C:10]3[C:15](=[C:16]([O:18][CH3:19])[CH:17]=2)[N:14]=[CH:13][N:12]([CH2:20][O:21][CH2:22][CH2:23][Si:24]([CH3:27])([CH3:26])[CH3:25])[C:11]3=[O:28])=[CH:4][CH:3]=1, predict the reaction product. The product is: [NH2:29][C:9]1[C:8]([C:5]2[CH:4]=[CH:3][C:2]([F:1])=[CH:7][CH:6]=2)=[CH:17][C:16]([O:18][CH3:19])=[C:15]2[C:10]=1[C:11](=[O:28])[N:12]([CH2:20][O:21][CH2:22][CH2:23][Si:24]([CH3:27])([CH3:26])[CH3:25])[CH:13]=[N:14]2. (6) The product is: [Cl:15][C:16]1[CH:21]=[C:20]([C:2]#[C:1][C:3]2[C:4]([C:9]3[CH:14]=[CH:13][CH:12]=[CH:11][CH:10]=3)=[N:5][O:6][C:7]=2[CH3:8])[CH:19]=[CH:18][N:17]=1. Given the reactants [C:1]([C:3]1[C:4]([C:9]2[CH:14]=[CH:13][CH:12]=[CH:11][CH:10]=2)=[N:5][O:6][C:7]=1[CH3:8])#[CH:2].[Cl:15][C:16]1[CH:21]=[C:20](I)[CH:19]=[CH:18][N:17]=1.C(N(CC)CC)C, predict the reaction product. (7) Given the reactants [CH:1]([C:3]1[C:4]([O:14][CH2:15][C:16]2[CH:39]=[CH:38][C:19]([O:20][CH2:21][C:22]3[N:23]=[C:24]([C:28]4[S:32][C:31]([C:33]([O:35][CH2:36][CH3:37])=[O:34])=[CH:30][CH:29]=4)[O:25][C:26]=3[CH3:27])=[C:18]([O:40][CH3:41])[CH:17]=2)=[N:5][N:6]([C:8]2[CH:13]=[CH:12][CH:11]=[CH:10][CH:9]=2)[CH:7]=1)=O.[Cl-].[CH2:43]([C:45]1[S:46][CH:47]=[C:48]([CH2:50][P+](C2C=CC=CC=2)(C2C=CC=CC=2)C2C=CC=CC=2)[N:49]=1)[CH3:44].C(=O)([O-])[O-].[K+].[K+].CN(C)C=O, predict the reaction product. The product is: [CH2:43]([C:45]1[S:46][CH:47]=[C:48](/[CH:50]=[CH:1]\[C:3]2[C:4]([O:14][CH2:15][C:16]3[CH:39]=[CH:38][C:19]([O:20][CH2:21][C:22]4[N:23]=[C:24]([C:28]5[S:32][C:31]([C:33]([O:35][CH2:36][CH3:37])=[O:34])=[CH:30][CH:29]=5)[O:25][C:26]=4[CH3:27])=[C:18]([O:40][CH3:41])[CH:17]=3)=[N:5][N:6]([C:8]3[CH:13]=[CH:12][CH:11]=[CH:10][CH:9]=3)[CH:7]=2)[N:49]=1)[CH3:44]. (8) Given the reactants Br[C:2]1[CH:7]=[C:6]([O:8][CH3:9])[CH:5]=[C:4]([O:10][CH3:11])[CH:3]=1.[Mg].Cl[P:14]([C:23]1[CH:28]=[C:27]([CH3:29])[CH:26]=[C:25]([CH3:30])[CH:24]=1)[C:15]1[CH:20]=[C:19]([CH3:21])[CH:18]=[C:17]([CH3:22])[CH:16]=1.[OH:31]O, predict the reaction product. The product is: [CH3:11][O:10][C:4]1[CH:3]=[C:2]([P:14](=[O:31])([C:23]2[CH:28]=[C:27]([CH3:29])[CH:26]=[C:25]([CH3:30])[CH:24]=2)[C:15]2[CH:20]=[C:19]([CH3:21])[CH:18]=[C:17]([CH3:22])[CH:16]=2)[CH:7]=[C:6]([O:8][CH3:9])[CH:5]=1. (9) Given the reactants Cl[CH2:2][CH2:3][CH2:4][N:5]1[C:9]2[CH:10]=[CH:11][CH:12]=[CH:13][C:8]=2[N:7]=[N:6]1.[F:14][C:15]1[CH:29]=[CH:28][C:18]2[C:19]([N:22]3[CH2:27][CH2:26][NH:25][CH2:24][CH2:23]3)=[N:20][O:21][C:17]=2[CH:16]=1.C(N(C(C)C)CC)(C)C.[I-].[K+], predict the reaction product. The product is: [F:14][C:15]1[CH:29]=[CH:28][C:18]2[C:19]([N:22]3[CH2:27][CH2:26][N:25]([CH2:2][CH2:3][CH2:4][N:5]4[C:9]5[CH:10]=[CH:11][CH:12]=[CH:13][C:8]=5[N:7]=[N:6]4)[CH2:24][CH2:23]3)=[N:20][O:21][C:17]=2[CH:16]=1. (10) Given the reactants [NH:1]1[CH2:6][CH2:5][CH:4]([C:7]2[CH:29]=[CH:28][C:10]([C:11]([NH:13][C:14]3[CH:19]=[CH:18][CH:17]=[CH:16][C:15]=3[NH:20][C:21](=[O:27])[O:22][C:23]([CH3:26])([CH3:25])[CH3:24])=[O:12])=[CH:9][CH:8]=2)[CH2:3][CH2:2]1.[CH3:30][N:31]1[CH:35]=[C:34]([CH:36]=O)[C:33]([CH3:38])=[N:32]1.C(O)(=O)C.[H][H].[OH-].[Na+], predict the reaction product. The product is: [CH3:30][N:31]1[CH:35]=[C:34]([CH2:36][N:1]2[CH2:6][CH2:5][CH:4]([C:7]3[CH:29]=[CH:28][C:10]([C:11]([NH:13][C:14]4[CH:19]=[CH:18][CH:17]=[CH:16][C:15]=4[NH:20][C:21](=[O:27])[O:22][C:23]([CH3:25])([CH3:26])[CH3:24])=[O:12])=[CH:9][CH:8]=3)[CH2:3][CH2:2]2)[C:33]([CH3:38])=[N:32]1.